Task: Predict the reaction yield, written as a fraction of the theoretical maximum amount of product (1.0 means a 100% yield; for example, 0.34 means a 34% yield).. Dataset: Reaction yield outcomes from USPTO patents with 853,638 reactions (1) The reactants are Cl[C:2]1[C:7]([N+:8]([O-:10])=[O:9])=[C:6]([Cl:11])[CH:5]=[CH:4][N:3]=1.C([O-])(=[O:14])C.[Cs+]. The catalyst is CN(C)C=O. The product is [Cl:11][C:6]1[CH:5]=[CH:4][N:3]=[C:2]([OH:14])[C:7]=1[N+:8]([O-:10])=[O:9]. The yield is 0.470. (2) The product is [CH:9]1([C:13]([C:14](=[CH:1][N:2]([CH3:4])[CH3:3])[C:15]([O:17][CH3:18])=[O:16])=[O:19])[CH2:10][CH2:11][CH2:12]1. The reactants are [CH3:1][N:2]([CH:4](OC)OC)[CH3:3].[CH:9]1([C:13](=[O:19])[CH2:14][C:15]([O:17][CH3:18])=[O:16])[CH2:12][CH2:11][CH2:10]1. The yield is 0.620. The catalyst is O1CCOCC1. (3) The product is [CH3:1][O:2][C:3]([C:5]1[CH:14]=[C:13]([O:15][CH3:18])[C:12]2[C:7](=[C:8]([Br:17])[CH:9]=[C:10]([F:16])[CH:11]=2)[N:6]=1)=[O:4]. The catalyst is CS(C)=O. The reactants are [CH3:1][O:2][C:3]([C:5]1[NH:6][C:7]2[C:12]([C:13](=[O:15])[CH:14]=1)=[CH:11][C:10]([F:16])=[CH:9][C:8]=2[Br:17])=[O:4].[C:18]([O-])([O-])=O.[K+].[K+].CI.O. The yield is 0.930. (4) The product is [CH2:16]([N:23]1[S:24](=[O:29])(=[O:28])[N:25]([C:31]2[S:32][C:33]([C:37]([NH:39][CH2:40][C:41]3[CH:42]=[N:43][CH:44]=[CH:45][CH:46]=3)=[O:38])=[C:34]([CH3:36])[N:35]=2)[CH2:26][CH2:27]1)[C:17]1[CH:22]=[CH:21][CH:20]=[CH:19][CH:18]=1. The yield is 0.790. The reactants are C(N1CCNC1=NC#N)C1C=CC=CC=1.[CH2:16]([N:23]1[CH2:27][CH2:26][NH:25][S:24]1(=[O:29])=[O:28])[C:17]1[CH:22]=[CH:21][CH:20]=[CH:19][CH:18]=1.Br[C:31]1[S:32][C:33]([C:37]([NH:39][CH2:40][C:41]2[CH:42]=[N:43][CH:44]=[CH:45][CH:46]=2)=[O:38])=[C:34]([CH3:36])[N:35]=1. No catalyst specified. (5) The reactants are [CH:1]([C:4]1[N:5]=[C:6]([C:11]2[CH:16]=[CH:15][C:14]([C:17]([F:20])([F:19])[F:18])=[CH:13][CH:12]=2)[S:7][C:8]=1[CH2:9][OH:10])([CH3:3])[CH3:2].[CH3:21][O:22][C:23](=[O:35])[CH2:24][CH2:25][C:26]1[CH:31]=[CH:30][C:29]([CH2:32]I)=[CH:28][C:27]=1[CH3:34].[H-].[Na+].O. The catalyst is CN(C=O)C. The product is [CH3:21][O:22][C:23](=[O:35])[CH2:24][CH2:25][C:26]1[CH:31]=[CH:30][C:29]([CH2:32][O:10][CH2:9][C:8]2[S:7][C:6]([C:11]3[CH:16]=[CH:15][C:14]([C:17]([F:19])([F:20])[F:18])=[CH:13][CH:12]=3)=[N:5][C:4]=2[CH:1]([CH3:3])[CH3:2])=[CH:28][C:27]=1[CH3:34]. The yield is 0.600. (6) The reactants are [CH3:1][C:2]([O:4][C:5]([CH3:7])=[O:6])=O.[OH:8][C@@H:9]1[C@@H:14]([CH3:15])[CH2:13][N:12]([C:16]2[C:21]([N+:22]([O-:24])=[O:23])=[CH:20][N+:19]([O-])=[C:18]3CC[CH2:28][C:17]=23)[CH2:11][C@H:10]1[NH:29][C:30](=[O:36])[O:31][C:32]([CH3:35])([CH3:34])[CH3:33].[C:37](Cl)(=[O:39])[CH3:38].CCN(C(C)C)C(C)C. No catalyst specified. The product is [C:5]([O:4][CH:2]1[C:18]2=[N:19][CH:20]=[C:21]([N+:22]([O-:24])=[O:23])[C:16]([N:12]3[CH2:13][C@H:14]([CH3:15])[C@@H:9]([O:8][C:37](=[O:39])[CH3:38])[C@H:10]([NH:29][C:30]([O:31][C:32]([CH3:34])([CH3:33])[CH3:35])=[O:36])[CH2:11]3)=[C:17]2[CH2:28][CH2:1]1)(=[O:6])[CH3:7]. The yield is 0.790. (7) The yield is 0.510. The catalyst is O1CCCC1.C(OCC)(=O)C. The product is [Br:13][C:14]1[CH:15]=[CH:16][C:17]([C@H:20]([C:28]2[CH:33]=[CH:32][CH:31]=[CH:30][C:29]=2[CH3:34])[CH2:21][C:22](=[O:23])[CH2:1][C:2]2[CH:7]=[CH:6][N:5]=[CH:4][CH:3]=2)=[CH:18][CH:19]=1. The reactants are [CH3:1][C:2]1[CH:7]=[CH:6][N:5]=[CH:4][CH:3]=1.C([Li])CCC.[Br:13][C:14]1[CH:19]=[CH:18][C:17]([C@H:20]([C:28]2[CH:33]=[CH:32][CH:31]=[CH:30][C:29]=2[CH3:34])[CH2:21][C:22](N(OC)C)=[O:23])=[CH:16][CH:15]=1.C(=O)([O-])O.[Na+]. (8) The reactants are Br[C:2]1[CH:7]=[CH:6][CH:5]=[C:4]([N:8]2[C:12]([CH3:13])=[CH:11][CH:10]=[C:9]2[CH3:14])[N:3]=1.[CH2:15]([O:22][C:23]1[CH:28]=[CH:27][C:26](B(O)O)=[C:25]([CH:32]([CH3:34])[CH3:33])[CH:24]=1)[C:16]1[CH:21]=[CH:20][CH:19]=[CH:18][CH:17]=1.C(=O)([O-])[O-].[Na+].[Na+]. The catalyst is C(O)C.O.C1C=CC([P]([Pd]([P](C2C=CC=CC=2)(C2C=CC=CC=2)C2C=CC=CC=2)([P](C2C=CC=CC=2)(C2C=CC=CC=2)C2C=CC=CC=2)[P](C2C=CC=CC=2)(C2C=CC=CC=2)C2C=CC=CC=2)(C2C=CC=CC=2)C2C=CC=CC=2)=CC=1. The product is [CH2:15]([O:22][C:23]1[CH:28]=[CH:27][C:26]([C:2]2[CH:7]=[CH:6][CH:5]=[C:4]([N:8]3[C:12]([CH3:13])=[CH:11][CH:10]=[C:9]3[CH3:14])[N:3]=2)=[C:25]([CH:32]([CH3:34])[CH3:33])[CH:24]=1)[C:16]1[CH:17]=[CH:18][CH:19]=[CH:20][CH:21]=1. The yield is 0.870. (9) The reactants are [C:1]([NH:5][S:6]([C:9]1([CH3:12])[CH2:11][CH2:10]1)(=[O:8])=[O:7])([CH3:4])([CH3:3])[CH3:2].C(Br)[C:14]1[CH:19]=[CH:18][CH:17]=[CH:16][CH:15]=1.CCOC(C)=O. The catalyst is CCCCCC. The product is [C:1]([NH:5][S:6]([C:9]1([CH2:12][C:14]2[CH:19]=[CH:18][CH:17]=[CH:16][CH:15]=2)[CH2:11][CH2:10]1)(=[O:8])=[O:7])([CH3:4])([CH3:2])[CH3:3]. The yield is 0.600. (10) The reactants are [OH:1][C:2]1[CH:7]=[C:6]([O:8][CH2:9][CH:10]([CH3:12])[CH3:11])[CH:5]=[CH:4][C:3]=1[C:13](=[O:22])/[CH:14]=[CH:15]/[C:16]1[CH:21]=[CH:20][CH:19]=[CH:18][N:17]=1. The catalyst is CCOC(C)=O.[Pd]. The product is [OH:1][C:2]1[CH:7]=[C:6]([O:8][CH2:9][CH:10]([CH3:12])[CH3:11])[CH:5]=[CH:4][C:3]=1[C:13](=[O:22])[CH2:14][CH2:15][C:16]1[CH:21]=[CH:20][CH:19]=[CH:18][N:17]=1. The yield is 0.820.